Dataset: Forward reaction prediction with 1.9M reactions from USPTO patents (1976-2016). Task: Predict the product of the given reaction. (1) Given the reactants [F:1][C:2]([F:28])([F:27])[C@:3]([C:6]1[CH:11]=[CH:10][C:9]([N:12]2[CH2:17][CH2:16][N:15]([S:18]([C:21]3[CH:26]=[CH:25][CH:24]=[CH:23][CH:22]=3)(=[O:20])=[O:19])[CH2:14][CH2:13]2)=[CH:8][CH:7]=1)([OH:5])[CH3:4].C1N=C(N)C2N=CN([C@@H]3O[C@H](COP(OP(OC[C@H]4O[C@@H](N5C=C(C(N)=O)CC=C5)[C@H](O)[C@@H]4O)(O)=O)(O)=O)[C@@H](O)[C@H]3OP(O)(O)=O)C=2N=1, predict the reaction product. The product is: [F:28][C:2]([F:1])([F:27])[C@@:3]([C:6]1[CH:11]=[CH:10][C:9]([N:12]2[CH2:13][CH2:14][N:15]([S:18]([C:21]3[CH:22]=[CH:23][CH:24]=[CH:25][CH:26]=3)(=[O:20])=[O:19])[CH2:16][CH2:17]2)=[CH:8][CH:7]=1)([OH:5])[CH3:4]. (2) Given the reactants [Cl:1][C:2]1[CH:3]=[CH:4][C:5]([C:28]([F:31])([F:30])[F:29])=[C:6]([CH:27]=1)[CH2:7][N:8]1[CH2:13][CH2:12][NH:11][C:10]2[N:14]=[CH:15][C:16]([C:18]3[CH:26]=[CH:25][C:21]([C:22]([OH:24])=O)=[CH:20][CH:19]=3)=[CH:17][C:9]1=2.[N:32]1[CH:37]=[CH:36][CH:35]=[CH:34][C:33]=1[CH2:38][CH2:39][NH2:40], predict the reaction product. The product is: [Cl:1][C:2]1[CH:3]=[CH:4][C:5]([C:28]([F:31])([F:30])[F:29])=[C:6]([CH:27]=1)[CH2:7][N:8]1[CH2:13][CH2:12][NH:11][C:10]2[N:14]=[CH:15][C:16]([C:18]3[CH:19]=[CH:20][C:21]([C:22]([NH:40][CH2:39][CH2:38][C:33]4[CH:34]=[CH:35][CH:36]=[CH:37][N:32]=4)=[O:24])=[CH:25][CH:26]=3)=[CH:17][C:9]1=2. (3) Given the reactants [O:1]1[C:10]2[C:5](=[CH:6][C:7]([C:11]3[N:12]=[C:13]([C@@H:33]4[NH:37][CH2:36][C@H:35]([OH:38])[CH2:34]4)[N:14]4[C:19]5[CH:20]=[CH:21][N:22](S(C6C=CC(C)=CC=6)(=O)=O)[C:18]=5[N:17]=[CH:16][C:15]=34)=[CH:8][CH:9]=2)[CH2:4][CH2:3][CH2:2]1.[N:39]([Si](C)(C)C)=[C:40]=[O:41].[OH-].[Na+], predict the reaction product. The product is: [O:1]1[C:10]2[C:5](=[CH:6][C:7]([C:11]3[N:12]=[C:13]([C@H:33]4[CH2:34][C@@H:35]([OH:38])[CH2:36][N:37]4[C:40]([NH2:39])=[O:41])[N:14]4[C:19]5[CH:20]=[CH:21][NH:22][C:18]=5[N:17]=[CH:16][C:15]=34)=[CH:8][CH:9]=2)[CH2:4][CH2:3][CH2:2]1. (4) Given the reactants [CH3:1][C:2]([O:5][C:6]([NH:8][C@H:9]([C:21](O)=[O:22])[CH2:10][C:11]1[CH:16]=[CH:15][CH:14]=[CH:13][C:12]=1[C:17]([F:20])([F:19])[F:18])=[O:7])([CH3:4])[CH3:3].B.C1COCC1, predict the reaction product. The product is: [OH:22][CH2:21][C@@H:9]([NH:8][C:6](=[O:7])[O:5][C:2]([CH3:3])([CH3:1])[CH3:4])[CH2:10][C:11]1[CH:16]=[CH:15][CH:14]=[CH:13][C:12]=1[C:17]([F:20])([F:19])[F:18].